From a dataset of Full USPTO retrosynthesis dataset with 1.9M reactions from patents (1976-2016). Predict the reactants needed to synthesize the given product. (1) Given the product [CH3:13][C:12]1[C:7]([NH:31][C:28]2[CH:27]=[CH:26][C:25]([C:24]([F:32])([F:33])[F:23])=[CH:30][CH:29]=2)=[N:8][C:9]([NH:15][CH2:16][C:17]2[CH:22]=[CH:21][CH:20]=[CH:19][N:18]=2)=[N:10][C:11]=1[CH3:14], predict the reactants needed to synthesize it. The reactants are: C1(N[C:7]2[C:12]([CH3:13])=[C:11]([CH3:14])[N:10]=[C:9]([NH:15][CH2:16][C:17]3[CH:22]=[CH:21][CH:20]=[CH:19][N:18]=3)[N:8]=2)CCCC1.[F:23][C:24]([F:33])([F:32])[C:25]1[CH:30]=[CH:29][C:28]([NH2:31])=[CH:27][CH:26]=1. (2) The reactants are: [C:1]([O:5][C:6]([N:8]1[CH:16]=[C:15]2[C:10]([NH:11][C:12]([CH3:26])=[C:13]([C:24]#[N:25])[CH:14]2[C:17]2[CH:22]=[CH:21][CH:20]=[CH:19][C:18]=2[Cl:23])=[N:9]1)=[O:7])([CH3:4])([CH3:3])[CH3:2].[Br:27]N1C(=O)CCC1=O.N(C(C)(C)C#N)=NC(C)(C)C#N. Given the product [Br:27][CH2:26][C:12]1[NH:11][C:10]2=[N:9][N:8]([C:6]([O:5][C:1]([CH3:4])([CH3:2])[CH3:3])=[O:7])[CH:16]=[C:15]2[CH:14]([C:17]2[CH:22]=[CH:21][CH:20]=[CH:19][C:18]=2[Cl:23])[C:13]=1[C:24]#[N:25], predict the reactants needed to synthesize it.